This data is from Full USPTO retrosynthesis dataset with 1.9M reactions from patents (1976-2016). The task is: Predict the reactants needed to synthesize the given product. (1) The reactants are: [Cl:1][C:2]1[CH:3]=[C:4]([CH:32]=[C:33]([Cl:35])[CH:34]=1)[CH2:5][NH:6][C:7]1[CH:8]=[C:9]([N:19]2[CH2:24][CH2:23][N:22](C(OC(C)(C)C)=O)[CH2:21][CH2:20]2)[CH:10]=[CH:11][C:12]=1[C:13](=[O:18])[C:14]([F:17])([F:16])[F:15].FC(F)(F)C(O)=O. Given the product [ClH:1].[Cl:1][C:2]1[CH:3]=[C:4]([CH:32]=[C:33]([Cl:35])[CH:34]=1)[CH2:5][NH:6][C:7]1[CH:8]=[C:9]([N:19]2[CH2:24][CH2:23][NH:22][CH2:21][CH2:20]2)[CH:10]=[CH:11][C:12]=1[C:13](=[O:18])[C:14]([F:16])([F:17])[F:15], predict the reactants needed to synthesize it. (2) Given the product [F:39][C:2]1([F:1])[CH2:3][CH2:4][CH:5]([NH:8][C:9]([C:11]2[C:15]([CH2:16][Br:40])=[C:14]([C:17]3[CH:18]=[CH:19][C:20]([O:23][Si:24]([C:27]([CH3:30])([CH3:29])[CH3:28])([CH3:25])[CH3:26])=[CH:21][CH:22]=3)[N:13]([C:31]3[CH:36]=[CH:35][C:34]([Cl:37])=[CH:33][C:32]=3[Cl:38])[N:12]=2)=[O:10])[CH2:6][CH2:7]1, predict the reactants needed to synthesize it. The reactants are: [F:1][C:2]1([F:39])[CH2:7][CH2:6][CH:5]([NH:8][C:9]([C:11]2[C:15]([CH3:16])=[C:14]([C:17]3[CH:22]=[CH:21][C:20]([O:23][Si:24]([C:27]([CH3:30])([CH3:29])[CH3:28])([CH3:26])[CH3:25])=[CH:19][CH:18]=3)[N:13]([C:31]3[CH:36]=[CH:35][C:34]([Cl:37])=[CH:33][C:32]=3[Cl:38])[N:12]=2)=[O:10])[CH2:4][CH2:3]1.[Br:40]N1C(=O)CCC1=O.CC(N=NC(C#N)(C)C)(C#N)C. (3) Given the product [N:25]1([NH:24][C:21]([C:11]2[CH:10]=[N:9][C:8]([C:5]3[CH:6]=[CH:7][C:2]([Br:1])=[CH:3][CH:4]=3)=[C:13]([C:14]3[CH:19]=[CH:18][C:17]([Br:20])=[CH:16][CH:15]=3)[N:12]=2)=[O:23])[CH2:30][CH2:29][CH2:28][CH2:27][CH2:26]1, predict the reactants needed to synthesize it. The reactants are: [Br:1][C:2]1[CH:7]=[CH:6][C:5]([C:8]2[N:9]=[CH:10][C:11]([C:21]([OH:23])=O)=[N:12][C:13]=2[C:14]2[CH:19]=[CH:18][C:17]([Br:20])=[CH:16][CH:15]=2)=[CH:4][CH:3]=1.[NH2:24][N:25]1[CH2:30][CH2:29][CH2:28][CH2:27][CH2:26]1.C(Cl)CCl. (4) Given the product [F:45][C:46]([F:51])([F:50])[C:47]([OH:49])=[O:48].[F:45][C:46]([F:51])([F:50])[C:47]([OH:49])=[O:48].[C:26]([C:25]1[CH:29]=[CH:30][C:31]([O:32][C:6]([C:8]2[S:9][C:10]([CH2:13][C:14]([CH3:20])([CH3:15])[C:16]([OH:18])=[O:17])=[CH:11][CH:12]=2)=[O:5])=[C:23]([F:22])[CH:24]=1)(=[NH:28])[NH2:27], predict the reactants needed to synthesize it. The reactants are: C([O:5][C:6]([C:8]1[S:9][C:10]([CH2:13][C:14]([CH3:20])([C:16]([O:18]C)=[O:17])[CH3:15])=[CH:11][CH:12]=1)=O)(C)(C)C.Cl.[F:22][C:23]1[CH:24]=[C:25]([CH:29]=[CH:30][C:31]=1[OH:32])[C:26]([NH2:28])=[NH:27].CCN=C=NCCCN(C)C.Cl.[F:45][C:46]([F:51])([F:50])[C:47]([OH:49])=[O:48]. (5) Given the product [CH3:31][N:2]([CH3:1])[CH2:3][CH2:4][CH2:5][C:6]1[N:10]([CH2:11][CH2:12][C:13]2[CH:14]=[CH:15][C:16]([F:19])=[CH:17][CH:18]=2)[C:9]([CH3:20])=[C:8]([C:21]([OH:23])=[O:22])[CH:7]=1, predict the reactants needed to synthesize it. The reactants are: [CH3:1][N:2]([CH3:31])[CH2:3][CH2:4][CH2:5][C:6]1[N:10]([CH2:11][CH2:12][C:13]2[CH:18]=[CH:17][C:16]([F:19])=[CH:15][CH:14]=2)[C:9]([CH3:20])=[C:8]([C:21]([O:23]CC2C=CC=CC=2)=[O:22])[CH:7]=1. (6) Given the product [Br:1][C:2]1[CH:3]=[CH:4][C:5]([CH3:18])=[C:6]([CH:17]=1)[CH2:7][N:8]1[C:12]([CH:13]=[O:14])=[N:11][N:10]([CH3:15])[C:9]1=[O:16], predict the reactants needed to synthesize it. The reactants are: [Br:1][C:2]1[CH:3]=[CH:4][C:5]([CH3:18])=[C:6]([CH:17]=1)[CH2:7][N:8]1[C:12]([CH2:13][OH:14])=[N:11][N:10]([CH3:15])[C:9]1=[O:16]. (7) Given the product [CH:20]1([CH2:19][NH:18][C:2]2[CH:7]=[CH:6][C:5]([O:8][C:9]3[CH:14]=[CH:13][CH:12]=[CH:11][CH:10]=3)=[CH:4][C:3]=2[N+:15]([O-:17])=[O:16])[CH2:25][CH2:24][CH2:23][CH2:22][CH2:21]1, predict the reactants needed to synthesize it. The reactants are: Cl[C:2]1[CH:7]=[CH:6][C:5]([O:8][C:9]2[CH:14]=[CH:13][CH:12]=[CH:11][CH:10]=2)=[CH:4][C:3]=1[N+:15]([O-:17])=[O:16].[NH2:18][CH2:19][CH:20]1[CH2:25][CH2:24][CH2:23][CH2:22][CH2:21]1.CCN(C(C)C)C(C)C.Cl. (8) The reactants are: [OH:1][C:2]1([C:10]2[CH:11]=[C:12]3[C:17](=[CH:18][CH:19]=2)[CH:16]=[C:15]([C:20](O)=[O:21])[CH:14]=[CH:13]3)[C:9]2[N:5]([CH:6]=[N:7][CH:8]=2)[CH2:4][CH2:3]1.C([N:25]=C=NCCCN(C)C)C.Cl.C(N(C(C)C)CC)(C)C. Given the product [OH:1][C:2]1([C:10]2[CH:11]=[C:12]3[C:17](=[CH:18][CH:19]=2)[CH:16]=[C:15]([C:20]([NH2:25])=[O:21])[CH:14]=[CH:13]3)[C:9]2[N:5]([CH:6]=[N:7][CH:8]=2)[CH2:4][CH2:3]1, predict the reactants needed to synthesize it.